Dataset: Reaction yield outcomes from USPTO patents with 853,638 reactions. Task: Predict the reaction yield, written as a fraction of the theoretical maximum amount of product (1.0 means a 100% yield; for example, 0.34 means a 34% yield). (1) The yield is 0.920. The product is [CH3:1][C:2]1[O:6][C:5]([C:7]2[CH:12]=[CH:11][N:10]=[C:9]([NH2:13])[CH:8]=2)=[N:4][N:3]=1. The catalyst is FC(F)(F)C(O)=O. The reactants are [CH3:1][C:2]1[O:6][C:5]([C:7]2[CH:12]=[CH:11][N:10]=[C:9]([NH:13]C(=O)OC(C)(C)C)[CH:8]=2)=[N:4][N:3]=1. (2) The reactants are [F:1][C:2]1[CH:7]=[C:6]([F:8])[CH:5]=[CH:4][C:3]=1[C:9]1[N:10]=[C:11]2[N:15]([C:16]=1I)[CH:14]=[CH:13][S:12]2.C([Mg]Cl)(C)C.I[C:24]1[CH:25]=[CH:26][C:27]2[N:28]([C:30]([CH:33]([CH3:35])[CH3:34])=[N:31][N:32]=2)[N:29]=1.CN(C=O)C. The product is [F:1][C:2]1[CH:7]=[C:6]([F:8])[CH:5]=[CH:4][C:3]=1[C:9]1[N:10]=[C:11]2[N:15]([C:16]=1[C:24]1[CH:25]=[CH:26][C:27]3[N:28]([C:30]([CH:33]([CH3:35])[CH3:34])=[N:31][N:32]=3)[N:29]=1)[CH:14]=[CH:13][S:12]2. The catalyst is C1COCC1.O.[Cl-].[Cl-].[Zn+2].C1C=CC([P]([Pd]([P](C2C=CC=CC=2)(C2C=CC=CC=2)C2C=CC=CC=2)([P](C2C=CC=CC=2)(C2C=CC=CC=2)C2C=CC=CC=2)[P](C2C=CC=CC=2)(C2C=CC=CC=2)C2C=CC=CC=2)(C2C=CC=CC=2)C2C=CC=CC=2)=CC=1.[O-]S([O-])(=O)=O.[Zn+2]. The yield is 0.230. (3) The reactants are [F:1][C:2]1[CH:3]=[C:4]([N:18]2[CH2:23][CH2:22][NH:21][CH2:20][CH2:19]2)[CH:5]=[CH:6][C:7]=1[O:8][CH2:9][CH2:10][CH2:11][N:12]1[CH2:17][CH2:16][CH2:15][CH2:14][CH2:13]1.C(N(CC)CC)C.[C:31](Cl)(=[O:38])[C:32]1[CH:37]=[CH:36][CH:35]=[CH:34][CH:33]=1. The catalyst is ClCCl. The product is [F:1][C:2]1[CH:3]=[C:4]([N:18]2[CH2:19][CH2:20][N:21]([C:31]([C:32]3[CH:37]=[CH:36][CH:35]=[CH:34][CH:33]=3)=[O:38])[CH2:22][CH2:23]2)[CH:5]=[CH:6][C:7]=1[O:8][CH2:9][CH2:10][CH2:11][N:12]1[CH2:13][CH2:14][CH2:15][CH2:16][CH2:17]1. The yield is 0.830. (4) The reactants are [CH2:1]([N:3]([CH2:7][CH3:8])[CH2:4][CH2:5][NH2:6])[CH3:2].S=[C:10]1[CH2:14][S:13][C:12](=[O:15])[NH:11]1.[CH3:16][O:17][C:18]1[CH:19]=[C:20]([CH:23]=[CH:24][C:25]=1[O:26][CH2:27][C:28]1[CH:33]=[CH:32][C:31]([C:34]([F:37])([F:36])[F:35])=[CH:30][CH:29]=1)[CH:21]=O.[Cl-].[NH4+]. The catalyst is C(O)C.CC(C)([O-])C.[K+]. The product is [CH2:1]([N:3]([CH2:7][CH3:8])[CH2:4][CH2:5][NH:6][C:10]1=[N:11][C:12](=[O:15])[S:13]/[C:14]/1=[CH:21]\[C:20]1[CH:23]=[CH:24][C:25]([O:26][CH2:27][C:28]2[CH:33]=[CH:32][C:31]([C:34]([F:35])([F:36])[F:37])=[CH:30][CH:29]=2)=[C:18]([O:17][CH3:16])[CH:19]=1)[CH3:2]. The yield is 0.400. (5) The reactants are [OH:1][C:2]1[CH:11]=[C:10]([OH:12])[CH:9]=[C:8]2[C:3]=1[C:4]([CH2:14][CH2:15][CH3:16])=[CH:5][C:6](=[O:13])[O:7]2.[C:17](Cl)(=[O:22])/[C:18](=[CH:20]/[CH3:21])/[CH3:19].[Cl-].[Al+3].[Cl-].[Cl-].O. The catalyst is ClCCCl. The product is [OH:1][C:2]1[CH:11]=[C:10]([O:12][C:17](=[O:22])[C:18]([CH3:19])=[CH:20][CH3:21])[CH:9]=[C:8]2[C:3]=1[C:4]([CH2:14][CH2:15][CH3:16])=[CH:5][C:6](=[O:13])[O:7]2. The yield is 0.880. (6) The reactants are Cl[C:2]([O:4][C:5]1[CH:10]=[CH:9][CH:8]=[CH:7][CH:6]=1)=[O:3].[I:11][C:12]1[CH:13]=[N:14][NH:15][CH:16]=1.O. The catalyst is C(Cl)Cl. The product is [I:11][C:12]1[CH:13]=[N:14][N:15]([C:2]([O:4][C:5]2[CH:10]=[CH:9][CH:8]=[CH:7][CH:6]=2)=[O:3])[CH:16]=1. The yield is 0.950.